This data is from Forward reaction prediction with 1.9M reactions from USPTO patents (1976-2016). The task is: Predict the product of the given reaction. The product is: [Cl:1][C:2]1[CH:8]=[C:7]([O:9][C:10]2[C:19]3[C:14](=[CH:15][C:16]([O:22][CH3:23])=[C:17]([O:20][CH3:21])[CH:18]=3)[N:13]=[CH:12][N:11]=2)[CH:6]=[CH:5][C:3]=1[NH:4][C:35]([NH:43][C:44]1[S:45][C:46]([CH3:49])=[CH:47][N:48]=1)=[O:41]. Given the reactants [Cl:1][C:2]1[CH:8]=[C:7]([O:9][C:10]2[C:19]3[C:14](=[CH:15][C:16]([O:22][CH3:23])=[C:17]([O:20][CH3:21])[CH:18]=3)[N:13]=[CH:12][N:11]=2)[CH:6]=[CH:5][C:3]=1[NH2:4].C(N(CC)CC)C.ClC(Cl)(O[C:35](=[O:41])OC(Cl)(Cl)Cl)Cl.[NH2:43][C:44]1[S:45][C:46]([CH3:49])=[CH:47][N:48]=1, predict the reaction product.